This data is from Catalyst prediction with 721,799 reactions and 888 catalyst types from USPTO. The task is: Predict which catalyst facilitates the given reaction. (1) Reactant: [Cl:1][C:2]1[CH:3]=[C:4]([NH:16][C:17]2[C:26]3[C:21](=[CH:22][C:23]([O:38][CH2:39][CH3:40])=[C:24]([NH:27][C:28](=[O:37])/[CH:29]=[CH:30]/[C@H:31]4[CH2:35][CH2:34][CH2:33][N:32]4[CH3:36])[CH:25]=3)[N:20]=[CH:19][C:18]=2[C:41]#[N:42])[CH:5]=[CH:6][C:7]=1[O:8][CH2:9][C:10]1[CH:15]=[CH:14][CH:13]=[CH:12][N:11]=1.[C:43]([OH:51])(=[O:50])[C@H:44]([CH2:46][C:47]([OH:49])=[O:48])[OH:45]. Product: [C:43]([OH:51])(=[O:50])[C@H:44]([CH2:46][C:47]([OH:49])=[O:48])[OH:45].[Cl:1][C:2]1[CH:3]=[C:4]([NH:16][C:17]2[C:26]3[C:21](=[CH:22][C:23]([O:38][CH2:39][CH3:40])=[C:24]([NH:27][C:28](=[O:37])/[CH:29]=[CH:30]/[C@H:31]4[CH2:35][CH2:34][CH2:33][N:32]4[CH3:36])[CH:25]=3)[N:20]=[CH:19][C:18]=2[C:41]#[N:42])[CH:5]=[CH:6][C:7]=1[O:8][CH2:9][C:10]1[CH:15]=[CH:14][CH:13]=[CH:12][N:11]=1. The catalyst class is: 4. (2) Reactant: [Cl:1][C:2]1[CH:7]=[CH:6][C:5]([Cl:8])=[CH:4][C:3]=1[C:9]1[CH2:13][CH2:12][N:11]([C:14](=[O:29])[CH2:15][C:16]2[CH:21]=[CH:20][CH:19]=[C:18]([C:22]3[N:27]=[CH:26][C:25]([OH:28])=[CH:24][N:23]=3)[CH:17]=2)[N:10]=1.C1(P(C2C=CC=CC=2)C2C=CC=CC=2)C=CC=CC=1.[O:49]1[CH2:54][CH2:53][N:52]([CH2:55][CH2:56]O)[CH2:51][CH2:50]1.N(C(OC(C)C)=O)=NC(OC(C)C)=O. Product: [Cl:1][C:2]1[CH:7]=[CH:6][C:5]([Cl:8])=[CH:4][C:3]=1[C:9]1[CH2:13][CH2:12][N:11]([C:14](=[O:29])[CH2:15][C:16]2[CH:21]=[CH:20][CH:19]=[C:18]([C:22]3[N:27]=[CH:26][C:25]([O:28][CH2:56][CH2:55][N:52]4[CH2:53][CH2:54][O:49][CH2:50][CH2:51]4)=[CH:24][N:23]=3)[CH:17]=2)[N:10]=1. The catalyst class is: 1. (3) Reactant: CC(C)([O-])C.[K+].[OH:7][CH:8]1[CH2:13][CH2:12][NH:11][CH2:10][CH2:9]1.Cl[C:15]1[CH:20]=[CH:19][C:18]([Cl:21])=[CH:17][N:16]=1.[Cl-].[K+]. Product: [Cl:21][C:18]1[CH:19]=[CH:20][C:15]([O:7][CH:8]2[CH2:13][CH2:12][NH:11][CH2:10][CH2:9]2)=[N:16][CH:17]=1. The catalyst class is: 1. (4) Product: [C:4]([O:3][C:1]([NH:8][C@H:9]([CH:14]=[O:15])[CH2:10][CH:11]([CH3:12])[CH3:13])=[O:2])([CH3:6])([CH3:7])[CH3:5]. The catalyst class is: 4. Reactant: [C:1]([NH:8][C@H:9]([CH2:14][OH:15])[CH2:10][CH:11]([CH3:13])[CH3:12])([O:3][C:4]([CH3:7])([CH3:6])[CH3:5])=[O:2].C(N(CC)CC)C.CS(C)=O.C(OC(=O)C)C. (5) Reactant: [C:1]([C:3]1[CH:4]=[C:5]([CH:8]=[O:9])[S:6][CH:7]=1)#[CH:2].[BH4-].[Na+].O. Product: [C:1]([C:3]1[CH:4]=[C:5]([CH2:8][OH:9])[S:6][CH:7]=1)#[CH:2]. The catalyst class is: 5. (6) Reactant: [C:1]1([C:20]2[CH:25]=[CH:24][CH:23]=[CH:22][CH:21]=2)[CH:6]=[CH:5][CH:4]=[CH:3][C:2]=1[CH2:7][N:8]1[C:16]2[CH:15]=[CH:14][N:13]=[C:12]([O:17]C)[C:11]=2[CH:10]=[C:9]1[CH3:19]. Product: [C:1]1([C:20]2[CH:25]=[CH:24][CH:23]=[CH:22][CH:21]=2)[CH:6]=[CH:5][CH:4]=[CH:3][C:2]=1[CH2:7][N:8]1[C:16]2[CH:15]=[CH:14][N:13]=[C:12]([OH:17])[C:11]=2[CH:10]=[C:9]1[CH3:19]. The catalyst class is: 15.